From a dataset of Reaction yield outcomes from USPTO patents with 853,638 reactions. Predict the reaction yield, written as a fraction of the theoretical maximum amount of product (1.0 means a 100% yield; for example, 0.34 means a 34% yield). (1) The reactants are COC(=O)C(N[C:8]([C:10]1[CH:15]=[CH:14][C:13](C2CCOCC2)=[C:12](OCC2CC2)[N:11]=1)=[O:9])(C)C.[ClH:28].[F:29][C:30]1([F:34])[CH2:33][NH:32][CH2:31]1.C1C=CC(P(C2C=CC3C(=CC=CC=3)C=2C2C3C(=CC=CC=3)C=CC=2P(C2C=CC=CC=2)C2C=CC=CC=2)C2C=CC=CC=2)=CC=1.[C:81](=[O:84])([O-])[O-].[Cs+].[Cs+]. The catalyst is C1(C)C=CC=CC=1.C1C=CC(/C=C/C(/C=C/C2C=CC=CC=2)=O)=CC=1.C1C=CC(/C=C/C(/C=C/C2C=CC=CC=2)=O)=CC=1.C1C=CC(/C=C/C(/C=C/C2C=CC=CC=2)=O)=CC=1.[Pd].[Pd]. The product is [CH3:81][O:84][C:8]([C:10]1[CH:15]=[CH:14][C:13]([N:32]2[CH2:33][C:30]([F:34])([F:29])[CH2:31]2)=[C:12]([Cl:28])[N:11]=1)=[O:9]. The yield is 0.210. (2) The reactants are CO[C:3](=[O:12])[C:4]1[CH:9]=[CH:8][CH:7]=[CH:6][C:5]=1[CH2:10]Br.[CH3:13][O:14][C:15]1[CH:20]=[CH:19][C:18]([CH2:21][CH2:22][CH2:23][NH2:24])=[CH:17][CH:16]=1.C([O-])([O-])=O.[K+].[K+].C(OCC)(=O)C. The catalyst is C1(C)C=CC=CC=1.CCCCCC. The product is [CH3:13][O:14][C:15]1[CH:20]=[CH:19][C:18]([CH2:21][CH2:22][CH2:23][N:24]2[CH2:10][C:5]3[C:4](=[CH:9][CH:8]=[CH:7][CH:6]=3)[C:3]2=[O:12])=[CH:17][CH:16]=1. The yield is 0.810. (3) The reactants are [CH3:1][C:2]1[CH2:7][CH2:6][C@H:5]([C:8](Cl)=[O:9])[CH2:4][CH:3]=1.[CH3:11][O:12][C:13]([C:15]1[S:16][C:17]([C:31]#[C:32][C:33]([CH3:36])([CH3:35])[CH3:34])=[CH:18][C:19]=1[NH:20][CH:21]1[CH2:30][CH2:29][C:24]2([O:28][CH2:27][CH2:26][O:25]2)[CH2:23][CH2:22]1)=[O:14].[O-]P([O-])([O-])=O.[K+].[K+].[K+].CCOC(C)=O. The catalyst is ClC(Cl)C. The product is [CH3:11][O:12][C:13]([C:15]1[S:16][C:17]([C:31]#[C:32][C:33]([CH3:36])([CH3:35])[CH3:34])=[CH:18][C:19]=1[N:20]([CH:21]1[CH2:30][CH2:29][C:24]2([O:28][CH2:27][CH2:26][O:25]2)[CH2:23][CH2:22]1)[C:8]([C@H:5]1[CH2:6][CH2:7][C:2]([CH3:1])=[CH:3][CH2:4]1)=[O:9])=[O:14]. The yield is 0.610.